Dataset: Full USPTO retrosynthesis dataset with 1.9M reactions from patents (1976-2016). Task: Predict the reactants needed to synthesize the given product. (1) Given the product [CH:15]([C:2]1[CH:3]=[CH:4][C:5]2[CH:9]=[C:8]([C:10]([O:12][CH3:13])=[O:11])[S:7][C:6]=2[CH:14]=1)=[CH2:16], predict the reactants needed to synthesize it. The reactants are: Br[C:2]1[CH:3]=[CH:4][C:5]2[CH:9]=[C:8]([C:10]([O:12][CH3:13])=[O:11])[S:7][C:6]=2[CH:14]=1.[CH2:15]([Sn](CCCC)(CCCC)C=C)[CH2:16]CC.C1(C)C=CC=CC=1.[Cl-].[NH4+]. (2) Given the product [CH3:10][S:11]([O:14][CH2:15][C@H:16]1[CH2:20][O:19][C:18]([CH3:22])([CH3:21])[O:17]1)(=[O:12])=[O:13].[CH2:23]([NH:30][CH2:7][C@H:5]1[CH2:4][O:3][C:2]([CH3:1])([CH3:9])[O:6]1)[C:24]1[CH:29]=[CH:28][CH:27]=[CH:26][CH:25]=1, predict the reactants needed to synthesize it. The reactants are: [CH3:1][C:2]1([CH3:9])[O:6][C@@H:5]([CH2:7]O)[CH2:4][O:3]1.[CH3:10][S:11]([O:14][CH2:15][C@H:16]1[CH2:20][O:19][C:18]([CH3:22])([CH3:21])[O:17]1)(=[O:13])=[O:12].[CH2:23]([NH2:30])[C:24]1[CH:29]=[CH:28][CH:27]=[CH:26][CH:25]=1. (3) Given the product [CH:1]1([CH2:4][O:5][C:6]2[N:11]=[C:10]([C:12]([N:26]3[CH2:27][CH2:28][C:23]([OH:29])([CH3:22])[CH2:24][CH2:25]3)=[O:14])[CH:9]=[CH:8][C:7]=2[N:15]2[CH2:18][C:17]([F:20])([F:19])[CH2:16]2)[CH2:2][CH2:3]1, predict the reactants needed to synthesize it. The reactants are: [CH:1]1([CH2:4][O:5][C:6]2[N:11]=[C:10]([C:12]([OH:14])=O)[CH:9]=[CH:8][C:7]=2[N:15]2[CH2:18][C:17]([F:20])([F:19])[CH2:16]2)[CH2:3][CH2:2]1.Cl.[CH3:22][C:23]1([OH:29])[CH2:28][CH2:27][NH:26][CH2:25][CH2:24]1.CN(C(ON1N=NC2C=CC=CC1=2)=[N+](C)C)C.[B-](F)(F)(F)F.CCN(C(C)C)C(C)C. (4) Given the product [F:1][C:2]1[CH:10]=[CH:9][CH:8]=[CH:7][C:3]=1[CH2:4][CH:5]=[O:6], predict the reactants needed to synthesize it. The reactants are: [F:1][C:2]1[CH:10]=[CH:9][CH:8]=[CH:7][C:3]=1[CH2:4][CH2:5][OH:6].[Cr](Cl)([O-])(=O)=O.[NH+]1C=CC=CC=1. (5) Given the product [O-:7][C:1]#[N:10].[C:1]1([OH:7])[CH:6]=[CH:5][CH:4]=[CH:3][CH:2]=1, predict the reactants needed to synthesize it. The reactants are: [C:1]1([OH:7])[CH:6]=[CH:5][CH:4]=[CH:3][CH:2]=1.C([N:10](CC)CC)C.N#CCl.Cl. (6) Given the product [F:1][C:2]1[CH:15]=[CH:14][C:13]2[N:12]([S:16]([C:19]3[CH:24]=[CH:23][C:22]([OH:25])=[CH:21][CH:20]=3)(=[O:18])=[O:17])[CH:11]([CH3:27])[C:10]3[C:5](=[CH:6][C:7]([F:28])=[CH:8][CH:9]=3)[C:4]=2[CH:3]=1, predict the reactants needed to synthesize it. The reactants are: [F:1][C:2]1[CH:15]=[CH:14][C:13]2[N:12]([S:16]([C:19]3[CH:24]=[CH:23][C:22]([O:25]C)=[CH:21][CH:20]=3)(=[O:18])=[O:17])[CH:11]([CH3:27])[C:10]3[C:5](=[CH:6][C:7]([F:28])=[CH:8][CH:9]=3)[C:4]=2[CH:3]=1.C1CCCCC=1.B(Br)(Br)Br. (7) The reactants are: C([O:3][C:4]([C:6]1[NH:7][C:8]2[C:13]([C:14]=1[C:15]1[CH:20]=[CH:19][CH:18]=[C:17]([C:21]([F:24])([F:23])[F:22])[CH:16]=1)=[CH:12][C:11]([NH:25][S:26]([C:29]1[CH:34]=[CH:33][C:32]([C:35]([CH3:38])([CH3:37])[CH3:36])=[CH:31][CH:30]=1)(=[O:28])=[O:27])=[CH:10][CH:9]=2)=[O:5])C.[OH-].[Na+]. Given the product [C:35]([C:32]1[CH:31]=[CH:30][C:29]([S:26]([NH:25][C:11]2[CH:12]=[C:13]3[C:8](=[CH:9][CH:10]=2)[NH:7][C:6]([C:4]([OH:5])=[O:3])=[C:14]3[C:15]2[CH:20]=[CH:19][CH:18]=[C:17]([C:21]([F:24])([F:23])[F:22])[CH:16]=2)(=[O:28])=[O:27])=[CH:34][CH:33]=1)([CH3:38])([CH3:36])[CH3:37], predict the reactants needed to synthesize it. (8) Given the product [C:1]([O:5][C:6]([N:8]1[CH2:13][CH2:12][O:11][CH2:10][C@H:9]1[C:14](=[O:25])[NH:15][C:16]1[N:17]=[C:18]2[N:22]([CH:23]=1)[CH:21]=[C:20]([C:26]1[CH:31]=[CH:30][CH:29]=[CH:28][CH:27]=1)[S:19]2)=[O:7])([CH3:4])([CH3:3])[CH3:2], predict the reactants needed to synthesize it. The reactants are: [C:1]([O:5][C:6]([N:8]1[CH2:13][CH2:12][O:11][CH2:10][C@H:9]1[C:14](=[O:25])[NH:15][C:16]1[N:17]=[C:18]2[N:22]([CH:23]=1)[CH:21]=[C:20](Br)[S:19]2)=[O:7])([CH3:4])([CH3:3])[CH3:2].[C:26]1(B(O)O)[CH:31]=[CH:30][CH:29]=[CH:28][CH:27]=1.